Task: Predict which catalyst facilitates the given reaction.. Dataset: Catalyst prediction with 721,799 reactions and 888 catalyst types from USPTO (1) Reactant: [F:1][CH:2]([F:30])[C:3]([N:5]1[C@@H:9]([CH2:10][F:11])[C@@H:8]([C:12]2[CH:17]=[CH:16][C:15]([C:18]3[CH:19]=[N:20][C:21]([S:24]([CH3:27])(=[NH:26])=[O:25])=[CH:22][CH:23]=3)=[CH:14][CH:13]=2)[O:7]C1(C)C)=[O:4].C(O)(C(F)(F)F)=O. Product: [F:30][CH:2]([F:1])[C:3]([NH:5][C@H:9]([CH2:10][F:11])[C@H:8]([OH:7])[C:12]1[CH:13]=[CH:14][C:15]([C:18]2[CH:19]=[N:20][C:21]([S:24]([CH3:27])(=[NH:26])=[O:25])=[CH:22][CH:23]=2)=[CH:16][CH:17]=1)=[O:4]. The catalyst class is: 2. (2) Reactant: [OH:1][C:2]([CH3:41])([CH3:40])[CH2:3][CH2:4][O:5][C:6]1[CH:11]=[CH:10][C:9]([C:12]2[C:16]3[CH:17]=[C:18]([O:21][CH2:22][C:23]4[CH:28]=[CH:27][C:26]([C@@H:29]([C:36]#[C:37][CH3:38])[CH2:30][C:31]([O:33]CC)=[O:32])=[CH:25][CH:24]=4)[CH:19]=[CH:20][C:15]=3[S:14][CH:13]=2)=[C:8]([CH3:39])[CH:7]=1.[Li+].[OH-].Cl. Product: [OH:1][C:2]([CH3:41])([CH3:40])[CH2:3][CH2:4][O:5][C:6]1[CH:11]=[CH:10][C:9]([C:12]2[C:16]3[CH:17]=[C:18]([O:21][CH2:22][C:23]4[CH:24]=[CH:25][C:26]([C@@H:29]([C:36]#[C:37][CH3:38])[CH2:30][C:31]([OH:33])=[O:32])=[CH:27][CH:28]=4)[CH:19]=[CH:20][C:15]=3[S:14][CH:13]=2)=[C:8]([CH3:39])[CH:7]=1. The catalyst class is: 14. (3) Reactant: [Cl:1][C:2]1[CH:9]=[CH:8][C:5]([CH:6]=[O:7])=[C:4]([N+:10]([O-])=O)[CH:3]=1.C(O)C.Cl. Product: [Cl:1][C:2]1[CH:9]=[CH:8][C:5]([CH:6]=[O:7])=[C:4]([NH2:10])[CH:3]=1. The catalyst class is: 150. (4) Reactant: Cl[C:2]1[CH:7]=[C:6]([O:8][C:9]2[CH:15]=[CH:14][C:12]([NH2:13])=[C:11]([F:16])[CH:10]=2)[CH:5]=[CH:4][N:3]=1.[CH2:17]([N:19]1[CH:23]=[C:22](B2OC(C)(C)C(C)(C)O2)[CH:21]=[N:20]1)[CH3:18].C([O-])([O-])=O.[Na+].[Na+]. Product: [CH2:17]([N:19]1[CH:23]=[C:22]([C:2]2[CH:7]=[C:6]([O:8][C:9]3[CH:15]=[CH:14][C:12]([NH2:13])=[C:11]([F:16])[CH:10]=3)[CH:5]=[CH:4][N:3]=2)[CH:21]=[N:20]1)[CH3:18]. The catalyst class is: 73. (5) Reactant: [C:1]([O:5][C:6](=[O:19])/[CH:7]=[CH:8]/[C:9]1[CH:18]=[CH:17][CH:16]=[CH:15][C:10]=1[C:11]([O:13]C)=[O:12])([CH3:4])([CH3:3])[CH3:2].O1CCCC1.[Li+].[OH-]. Product: [C:1]([O:5][C:6](=[O:19])/[CH:7]=[CH:8]/[C:9]1[CH:18]=[CH:17][CH:16]=[CH:15][C:10]=1[C:11]([OH:13])=[O:12])([CH3:4])([CH3:2])[CH3:3]. The catalyst class is: 6.